This data is from Catalyst prediction with 721,799 reactions and 888 catalyst types from USPTO. The task is: Predict which catalyst facilitates the given reaction. Reactant: [NH2:1][C:2]1[NH:6][N:5]=[C:4]([C:7]2[CH:12]=[CH:11][C:10]([O:13][C:14]3[CH:19]=[CH:18][CH:17]=[CH:16][CH:15]=3)=[CH:9][CH:8]=2)[C:3]=1[C:20]([NH2:22])=[O:21].C([O-])([O-])=O.[K+].[K+].F[C:30]1[CH:35]=[CH:34][C:33]([N+:36]([O-:38])=[O:37])=[CH:32][C:31]=1[CH2:39][CH2:40]O. Product: [N+:36]([C:33]1[CH:34]=[CH:35][C:30]2[N:6]3[N:5]=[C:4]([C:7]4[CH:8]=[CH:9][C:10]([O:13][C:14]5[CH:19]=[CH:18][CH:17]=[CH:16][CH:15]=5)=[CH:11][CH:12]=4)[C:3]([C:20]([NH2:22])=[O:21])=[C:2]3[NH:1][CH2:40][CH2:39][C:31]=2[CH:32]=1)([O-:38])=[O:37]. The catalyst class is: 3.